Task: Predict which catalyst facilitates the given reaction.. Dataset: Catalyst prediction with 721,799 reactions and 888 catalyst types from USPTO Product: [NH2:1][N:4]1[C:8]2[C:9]([O:19][CH2:20][CH:21]3[CH2:25][CH2:24][O:23][CH2:22]3)=[C:10]([C:13]3[CH:18]=[CH:17][CH:16]=[CH:15][CH:14]=3)[CH:11]=[CH:12][C:7]=2[O:6][CH2:5]1. The catalyst class is: 401. Reactant: [N+:1]([N:4]1[C:8]2[C:9]([O:19][CH2:20][CH:21]3[CH2:25][CH2:24][O:23][CH2:22]3)=[C:10]([C:13]3[CH:18]=[CH:17][CH:16]=[CH:15][CH:14]=3)[CH:11]=[CH:12][C:7]=2[O:6][CH2:5]1)([O-])=O.